This data is from Forward reaction prediction with 1.9M reactions from USPTO patents (1976-2016). The task is: Predict the product of the given reaction. (1) The product is: [C:32]([NH:31][C:27]1[N:28]=[CH:29][N:30]=[C:25]([C:7]2[CH2:8][CH2:9][C:10]3[CH:11]=[CH:12][C:13]([C:17]([O:19][CH3:20])=[O:18])=[CH:14][C:15]=3[CH:16]=2)[CH:26]=1)(=[O:34])[CH3:33]. Given the reactants FC(F)(F)S(O[C:7]1[CH2:8][CH2:9][C:10]2[CH:11]=[CH:12][C:13]([C:17]([O:19][CH3:20])=[O:18])=[CH:14][C:15]=2[CH:16]=1)(=O)=O.C[Sn](C)(C)[C:25]1[N:30]=[CH:29][N:28]=[C:27]([NH:31][C:32](=[O:34])[CH3:33])[CH:26]=1.[Cl-].[Li+], predict the reaction product. (2) Given the reactants [C:1]([O:5][C:6]([N:8]([CH2:31][C@H:32]([OH:39])[C:33]1[CH:34]=[N:35][CH:36]=[CH:37][CH:38]=1)[CH2:9][CH2:10][C:11]1[CH:16]=[CH:15][C:14]([C:17]2[CH:22]=[CH:21][C:20]([C:23](O)=[O:24])=[C:19]([O:26][CH2:27][CH:28]([CH3:30])[CH3:29])[CH:18]=2)=[CH:13][CH:12]=1)=[O:7])([CH3:4])([CH3:3])[CH3:2].C(N1C=CN=C1)(N1C=CN=C1)=O.[CH3:52][S:53]([NH2:56])(=[O:55])=[O:54].N1CCCN2CCCCCC=12.Cl, predict the reaction product. The product is: [OH:39][C@H:32]([C:33]1[CH:34]=[N:35][CH:36]=[CH:37][CH:38]=1)[CH2:31][N:8]([CH2:9][CH2:10][C:11]1[CH:16]=[CH:15][C:14]([C:17]2[CH:22]=[CH:21][C:20]([C:23]([NH:56][S:53]([CH3:52])(=[O:55])=[O:54])=[O:24])=[C:19]([O:26][CH2:27][CH:28]([CH3:29])[CH3:30])[CH:18]=2)=[CH:13][CH:12]=1)[C:6](=[O:7])[O:5][C:1]([CH3:3])([CH3:2])[CH3:4].